From a dataset of Reaction yield outcomes from USPTO patents with 853,638 reactions. Predict the reaction yield, written as a fraction of the theoretical maximum amount of product (1.0 means a 100% yield; for example, 0.34 means a 34% yield). (1) The reactants are [CH2:1]([O:8][C:9]([C@H:11]1[CH2:15][CH2:14][CH2:13][N:12]1[C:16](=[O:19])[CH:17]=[CH2:18])=[O:10])[C:2]1[CH:7]=[CH:6][CH:5]=[CH:4][CH:3]=1.[CH:20]1([CH2:23][NH2:24])[CH2:22][CH2:21]1. The catalyst is C(#N)C. The product is [CH2:1]([O:8][C:9]([C@H:11]1[CH2:15][CH2:14][CH2:13][N:12]1[C:16](=[O:19])[CH2:17][CH2:18][N:24]([CH2:18][CH2:17][C:16]([N:12]1[CH2:13][CH2:14][CH2:15][C@@H:11]1[C:9]([O:8][CH2:1][C:2]1[CH:3]=[CH:4][CH:5]=[CH:6][CH:7]=1)=[O:10])=[O:19])[CH2:23][CH:20]1[CH2:22][CH2:21]1)=[O:10])[C:2]1[CH:3]=[CH:4][CH:5]=[CH:6][CH:7]=1. The yield is 0.440. (2) The reactants are [CH3:1][N:2]([CH3:44])[C:3]([C@:5]1([CH2:35][O:36][Si:37]([C:40]([CH3:43])([CH3:42])[CH3:41])([CH3:39])[CH3:38])[CH2:9][CH2:8][C@H:7]([C:10]2[CH:15]=[CH:14][C:13]([O:16][CH2:17][C:18]3[CH:23]=[CH:22][CH:21]=[CH:20][C:19]=3[F:24])=[CH:12][CH:11]=2)[N:6]1C(OCC1C=CC=CC=1)=O)=[O:4]. The catalyst is CO.[Pd]. The product is [CH3:43][C:40]([Si:37]([CH3:38])([CH3:39])[O:36][CH2:35][C@@:5]1([C:3]([N:2]([CH3:1])[CH3:44])=[O:4])[CH2:9][CH2:8][C@H:7]([C:10]2[CH:15]=[CH:14][C:13]([O:16][CH2:17][C:18]3[CH:23]=[CH:22][CH:21]=[CH:20][C:19]=3[F:24])=[CH:12][CH:11]=2)[NH:6]1)([CH3:41])[CH3:42]. The yield is 0.980.